This data is from Forward reaction prediction with 1.9M reactions from USPTO patents (1976-2016). The task is: Predict the product of the given reaction. (1) Given the reactants CS(Cl)(=O)=O.[CH2:6]([NH:13][C:14]([CH3:18])([CH3:17])[CH2:15]O)[C:7]1[CH:12]=[CH:11][CH:10]=[CH:9][CH:8]=1.C(N(CC)CC)C.O, predict the reaction product. The product is: [CH2:6]([N:13]1[CH2:15][C:14]1([CH3:18])[CH3:17])[C:7]1[CH:12]=[CH:11][CH:10]=[CH:9][CH:8]=1. (2) Given the reactants O(CCSCC1C=CC(C2C=CC=C(C(O)=O)C=2)=CC=1)C1C=CC=CC=1.C([O:29][C:30]([C:32]1[C:33]([C:38]2[CH:43]=[CH:42][CH:41]=[C:40]([CH2:44][S:45][CH2:46][CH2:47][O:48][C:49]3[CH:54]=[CH:53][CH:52]=[CH:51][CH:50]=3)[CH:39]=2)=[CH:34][CH:35]=[CH:36][CH:37]=1)=[O:31])C.[OH-].[Li+], predict the reaction product. The product is: [O:48]([CH2:47][CH2:46][S:45][CH2:44][C:40]1[CH:39]=[C:38]([C:33]2[C:32]([C:30]([OH:31])=[O:29])=[CH:37][CH:36]=[CH:35][CH:34]=2)[CH:43]=[CH:42][CH:41]=1)[C:49]1[CH:50]=[CH:51][CH:52]=[CH:53][CH:54]=1.